Dataset: Catalyst prediction with 721,799 reactions and 888 catalyst types from USPTO. Task: Predict which catalyst facilitates the given reaction. (1) Reactant: ClC1C=NC=C(Cl)C=1[NH:8][C:9]([C:11]1[C:23]2[C:22]3[C:17](=[CH:18][CH:19]=[C:20]([NH2:24])[CH:21]=3)[N:16]([CH3:25])[C:15]=2[C:14]([O:26][CH3:27])=[CH:13][CH:12]=1)=[O:10].N1C=CC=CC=1.[CH3:35][S:36](Cl)(=[O:38])=[O:37]. Product: [CH3:27][O:26][C:14]1[C:15]2[N:16]([CH3:25])[C:17]3[C:22](=[CH:21][C:20]([NH:24][S:36]([CH3:35])(=[O:38])=[O:37])=[CH:19][CH:18]=3)[C:23]=2[C:11]([C:9]([NH2:8])=[O:10])=[CH:12][CH:13]=1. The catalyst class is: 1. (2) Reactant: [NH2:1][C:2]1[C:7]([C:8](=[O:19])[C:9]2[C:14]([O:15][CH3:16])=[CH:13][CH:12]=[C:11]([F:17])[C:10]=2[F:18])=[CH:6][N:5]=[C:4]([NH:20][C@H:21]2[CH2:26][CH2:25][C@H:24]([NH:27][S:28]([CH2:31][CH2:32][CH2:33]Cl)(=[O:30])=[O:29])[CH2:23][CH2:22]2)[N:3]=1.[CH3:35][N:36]1[CH2:41][CH2:40][NH:39][CH2:38][CH2:37]1. Product: [NH2:1][C:2]1[C:7]([C:8](=[O:19])[C:9]2[C:14]([O:15][CH3:16])=[CH:13][CH:12]=[C:11]([F:17])[C:10]=2[F:18])=[CH:6][N:5]=[C:4]([NH:20][C@H:21]2[CH2:26][CH2:25][C@H:24]([NH:27][S:28]([CH2:31][CH2:32][CH2:33][N:39]3[CH2:40][CH2:41][N:36]([CH3:35])[CH2:37][CH2:38]3)(=[O:30])=[O:29])[CH2:23][CH2:22]2)[N:3]=1. The catalyst class is: 7. (3) Reactant: [CH3:1][I:2].[F:3][C@@H:4]1[CH2:8][N:7]([C:9]([N:11]2[CH:15]=[CH:14][N:13]=[CH:12]2)=[O:10])[C@H:6]([C:16]#[N:17])[CH2:5]1. Product: [I-:2].[C:16]([C@@H:6]1[CH2:5][C@H:4]([F:3])[CH2:8][N:7]1[C:9]([N:11]1[CH:15]=[CH:14][N+:13]([CH3:1])=[CH:12]1)=[O:10])#[N:17]. The catalyst class is: 10.